This data is from Peptide-MHC class I binding affinity with 185,985 pairs from IEDB/IMGT. The task is: Regression. Given a peptide amino acid sequence and an MHC pseudo amino acid sequence, predict their binding affinity value. This is MHC class I binding data. (1) The peptide sequence is ITLLCLIPTV. The MHC is HLA-A02:17 with pseudo-sequence HLA-A02:17. The binding affinity (normalized) is 0.493. (2) The peptide sequence is EMKTDAATL. The MHC is HLA-B45:01 with pseudo-sequence HLA-B45:01. The binding affinity (normalized) is 0. (3) The peptide sequence is MEMRRCLLQSL. The MHC is HLA-B40:01 with pseudo-sequence HLA-B40:01. The binding affinity (normalized) is 0.815. (4) The binding affinity (normalized) is 0.671. The peptide sequence is YSKPWMAFF. The MHC is HLA-B15:01 with pseudo-sequence HLA-B15:01. (5) The peptide sequence is RVNKGTGVK. The MHC is HLA-A02:01 with pseudo-sequence HLA-A02:01. The binding affinity (normalized) is 0.306.